This data is from Reaction yield outcomes from USPTO patents with 853,638 reactions. The task is: Predict the reaction yield, written as a fraction of the theoretical maximum amount of product (1.0 means a 100% yield; for example, 0.34 means a 34% yield). (1) The reactants are [F:1][C:2]1[CH:19]=[CH:18][CH:17]=[CH:16][C:3]=1[CH2:4][N:5]1[C:9]([CH3:10])=[CH:8][C:7]([C:11]([O:13]CC)=[O:12])=[N:6]1.O.[OH-].[Li+]. The catalyst is C1COCC1.CO.O. The product is [F:1][C:2]1[CH:19]=[CH:18][CH:17]=[CH:16][C:3]=1[CH2:4][N:5]1[C:9]([CH3:10])=[CH:8][C:7]([C:11]([OH:13])=[O:12])=[N:6]1. The yield is 0.920. (2) The reactants are Br[C:2]1[CH:3]=[C:4]([NH:10][C:11]2[CH:15]=[CH:14][N:13]([CH2:16][CH2:17][N:18]([CH3:26])[C:19](=[O:25])[O:20][C:21]([CH3:24])([CH3:23])[CH3:22])[N:12]=2)[C:5](=[O:9])[N:6]([CH3:8])[CH:7]=1.[C:27]([O:30][CH2:31][C:32]1[C:37](B2OC(C)(C)C(C)(C)O2)=[CH:36][CH:35]=[CH:34][C:33]=1[N:47]1[CH2:59][CH2:58][N:50]2[C:51]3[CH2:52][CH2:53][CH2:54][CH2:55][C:56]=3[CH:57]=[C:49]2[C:48]1=[O:60])(=[O:29])[CH3:28].CC(O[Na])=O.[O-]P([O-])([O-])=O.[K+].[K+].[K+]. The catalyst is CC#N.Cl[Pd]Cl.O. The product is [C:27]([O:30][CH2:31][C:32]1[C:33]([N:47]2[CH2:59][CH2:58][N:50]3[C:51]4[CH2:52][CH2:53][CH2:54][CH2:55][C:56]=4[CH:57]=[C:49]3[C:48]2=[O:60])=[CH:34][CH:35]=[CH:36][C:37]=1[C:2]1[CH:3]=[C:4]([NH:10][C:11]2[CH:15]=[CH:14][N:13]([CH2:16][CH2:17][N:18]([C:19]([O:20][C:21]([CH3:24])([CH3:23])[CH3:22])=[O:25])[CH3:26])[N:12]=2)[C:5](=[O:9])[N:6]([CH3:8])[CH:7]=1)(=[O:29])[CH3:28]. The yield is 0.630. (3) The product is [Cl:9][C:10]1[CH:16]=[C:15]2[C:13](=[CH:12][C:11]=1[OH:17])[O:14][CH2:19][CH2:20][C:21]2=[O:22]. No catalyst specified. The yield is 0.520. The reactants are FC(F)(F)S(O)(=O)=O.[Cl:9][C:10]1[CH:16]=[CH:15][C:13]([OH:14])=[CH:12][C:11]=1[OH:17].Cl[CH2:19][CH2:20][C:21](O)=[O:22].[OH-].[Na+].Cl.